Dataset: Reaction yield outcomes from USPTO patents with 853,638 reactions. Task: Predict the reaction yield, written as a fraction of the theoretical maximum amount of product (1.0 means a 100% yield; for example, 0.34 means a 34% yield). The reactants are [CH2:1]([O:8][C:9]1[CH:14]=[CH:13][C:12](/[CH:15]=[CH:16]/[N+:17]([O-:19])=[O:18])=[CH:11][N:10]=1)[C:2]1[CH:7]=[CH:6][CH:5]=[CH:4][CH:3]=1.C(O)(=O)C.[B-].[Na+].O. The catalyst is CS(C)=O. The product is [CH2:1]([O:8][C:9]1[CH:14]=[CH:13][C:12]([CH2:15][CH2:16][N+:17]([O-:19])=[O:18])=[CH:11][N:10]=1)[C:2]1[CH:7]=[CH:6][CH:5]=[CH:4][CH:3]=1. The yield is 0.407.